From a dataset of Full USPTO retrosynthesis dataset with 1.9M reactions from patents (1976-2016). Predict the reactants needed to synthesize the given product. (1) Given the product [C:15]1([NH:14][C:10]2[CH:11]=[CH:12][CH:13]=[C:4]([C:3]([OH:21])=[O:2])[C:5]=2[C:6]([OH:8])=[O:7])[CH:16]=[CH:17][CH:18]=[CH:19][CH:20]=1, predict the reactants needed to synthesize it. The reactants are: C[O:2][C:3](=[O:21])[C:4]1[C:5](=[C:10]([NH:14][C:15]2[CH:20]=[CH:19][CH:18]=[CH:17][CH:16]=2)[CH:11]=[CH:12][CH:13]=1)[C:6]([O:8]C)=[O:7].[OH-].[Na+]. (2) Given the product [CH3:16][O:17][C:18](=[O:30])[C@@H:19]([NH:29][C:12]([C:4]1[CH:3]=[C:2]([OH:1])[C:11]2[C:6](=[CH:7][CH:8]=[CH:9][CH:10]=2)[N:5]=1)=[O:14])[CH2:20][CH2:21][C:22]([O:24][C:25]([CH3:26])([CH3:27])[CH3:28])=[O:23], predict the reactants needed to synthesize it. The reactants are: [OH:1][C:2]1[C:11]2[C:6](=[CH:7][CH:8]=[CH:9][CH:10]=2)[N:5]=[C:4]([C:12]([OH:14])=O)[CH:3]=1.Cl.[CH3:16][O:17][C:18](=[O:30])[C@@H:19]([NH2:29])[CH2:20][CH2:21][C:22]([O:24][C:25]([CH3:28])([CH3:27])[CH3:26])=[O:23].C1C=CC2N(O)N=NC=2C=1.C(Cl)CCl. (3) Given the product [CH2:12]([S:11][C:4]1[CH:3]=[C:2]([N:14]2[CH2:19][CH2:18][O:17][CH2:16][CH2:15]2)[CH:9]=[C:8]([CH3:10])[C:5]=1[C:6]#[N:7])[CH3:13], predict the reactants needed to synthesize it. The reactants are: Cl[C:2]1[CH:9]=[C:8]([CH3:10])[C:5]([C:6]#[N:7])=[C:4]([S:11][CH2:12][CH3:13])[CH:3]=1.[NH:14]1[CH2:19][CH2:18][O:17][CH2:16][CH2:15]1.CC(C)([O-])C.[Na+].CC(P(C(C)(C)C)C1C(C2C=CC=CC=2)=CC=CC=1)(C)C. (4) Given the product [ClH:31].[NH:20]1[C:28]2=[N:27][CH:26]=[CH:25][CH:24]=[C:23]2[C:22]([CH:29]=[C:11]2[O:10][C:9]([NH:8][CH2:1][C:2]3[CH:7]=[CH:6][CH:5]=[CH:4][CH:3]=3)=[C:13]([C:14]([O:16][CH2:17][CH3:18])=[O:15])[C:12]2=[O:19])=[CH:21]1, predict the reactants needed to synthesize it. The reactants are: [CH2:1]([NH:8][C:9]1[O:10][CH2:11][C:12](=[O:19])[C:13]=1[C:14]([O:16][CH2:17][CH3:18])=[O:15])[C:2]1[CH:7]=[CH:6][CH:5]=[CH:4][CH:3]=1.[NH:20]1[C:28]2[C:23](=[CH:24][CH:25]=[CH:26][N:27]=2)[C:22]([CH:29]=O)=[CH:21]1.[ClH:31]. (5) Given the product [CH2:25]([O:36][C:33]([C:15]1[CH:14]=[C:13]([NH:18][C:41](=[O:42])[C:40]2[CH:39]=[CH:43][CH:19]=[C:8]([C:9]#[N:11])[CH:7]=2)[C:12]([NH:11][C:9](=[O:10])[C:8]2[CH:19]=[CH:20][C:5]([C:1]([CH3:4])([CH3:2])[CH3:3])=[CH:6][CH:7]=2)=[CH:17][CH:16]=1)=[O:34])[C:26]1[CH:31]=[CH:30][CH:29]=[CH:28][CH:27]=1, predict the reactants needed to synthesize it. The reactants are: [C:1]([C:5]1[CH:20]=[CH:19][C:8]([C:9]([NH:11][C:12]2[C:13]([NH2:18])=[CH:14][CH:15]=[CH:16][CH:17]=2)=[O:10])=[CH:7][CH:6]=1)([CH3:4])([CH3:3])[CH3:2].O[Li].O.Cl.[CH2:25](Br)[C:26]1[CH:31]=[CH:30][CH:29]=[CH:28][CH:27]=1.[C:33]([O-:36])([O-])=[O:34].[K+].[K+].[CH2:39]1[CH2:43][O:42][CH2:41][CH2:40]1. (6) The reactants are: [Cl:1][C:2]1[CH:3]=[C:4]([CH:15]=[CH:16][C:17]=1[F:18])[O:5][C:6]1[N:14]=[CH:13][CH:12]=[CH:11][C:7]=1[C:8]([OH:10])=O.S(Cl)(Cl)=O.C(N(C(C)C)C(C)C)C.[CH3:32][C:33]1[CH:34]=[C:35]2[C:40](=[CH:41][CH:42]=1)[NH:39][CH2:38][CH2:37][CH2:36]2. Given the product [Cl:1][C:2]1[CH:3]=[C:4]([CH:15]=[CH:16][C:17]=1[F:18])[O:5][C:6]1[C:7]([C:8]([N:39]2[C:40]3[C:35](=[CH:34][C:33]([CH3:32])=[CH:42][CH:41]=3)[CH2:36][CH2:37][CH2:38]2)=[O:10])=[CH:11][CH:12]=[CH:13][N:14]=1, predict the reactants needed to synthesize it.